Regression. Given two drug SMILES strings and cell line genomic features, predict the synergy score measuring deviation from expected non-interaction effect. From a dataset of NCI-60 drug combinations with 297,098 pairs across 59 cell lines. (1) Drug 1: CS(=O)(=O)C1=CC(=C(C=C1)C(=O)NC2=CC(=C(C=C2)Cl)C3=CC=CC=N3)Cl. Drug 2: CCN(CC)CCNC(=O)C1=C(NC(=C1C)C=C2C3=C(C=CC(=C3)F)NC2=O)C. Cell line: NCI-H322M. Synergy scores: CSS=1.93, Synergy_ZIP=0.933, Synergy_Bliss=2.95, Synergy_Loewe=0.469, Synergy_HSA=0.256. (2) Drug 1: CNC(=O)C1=CC=CC=C1SC2=CC3=C(C=C2)C(=NN3)C=CC4=CC=CC=N4. Drug 2: CCC1=CC2CC(C3=C(CN(C2)C1)C4=CC=CC=C4N3)(C5=C(C=C6C(=C5)C78CCN9C7C(C=CC9)(C(C(C8N6C)(C(=O)OC)O)OC(=O)C)CC)OC)C(=O)OC.C(C(C(=O)O)O)(C(=O)O)O. Cell line: IGROV1. Synergy scores: CSS=37.0, Synergy_ZIP=-5.36, Synergy_Bliss=4.45, Synergy_Loewe=-12.3, Synergy_HSA=4.55. (3) Drug 1: C1CN1C2=NC(=NC(=N2)N3CC3)N4CC4. Drug 2: C(CN)CNCCSP(=O)(O)O. Cell line: A549. Synergy scores: CSS=50.5, Synergy_ZIP=7.92, Synergy_Bliss=6.84, Synergy_Loewe=-25.0, Synergy_HSA=6.54. (4) Drug 1: C1=CC(=CC=C1CCC2=CNC3=C2C(=O)NC(=N3)N)C(=O)NC(CCC(=O)O)C(=O)O. Drug 2: CC1=C(C(CCC1)(C)C)C=CC(=CC=CC(=CC(=O)O)C)C. Cell line: KM12. Synergy scores: CSS=6.03, Synergy_ZIP=-13.2, Synergy_Bliss=-22.1, Synergy_Loewe=-15.9, Synergy_HSA=-14.6.